From a dataset of hERG potassium channel inhibition data for cardiac toxicity prediction from Karim et al.. Regression/Classification. Given a drug SMILES string, predict its toxicity properties. Task type varies by dataset: regression for continuous values (e.g., LD50, hERG inhibition percentage) or binary classification for toxic/non-toxic outcomes (e.g., AMES mutagenicity, cardiotoxicity, hepatotoxicity). Dataset: herg_karim. The molecule is CC1(C(=O)N2CCC[C@@H](c3nc(-c4ccc(C(=O)Nc5cc(C(F)(F)F)ccn5)cc4)c4c(N)nccn34)C2)COC1. The result is 1 (blocker).